The task is: Predict the reactants needed to synthesize the given product.. This data is from Retrosynthesis with 50K atom-mapped reactions and 10 reaction types from USPTO. (1) Given the product CN1CC(c2ccc(N)c(C3=CCC(C)(C)CC3)c2)CN(C)C1=NC#N, predict the reactants needed to synthesize it. The reactants are: CC1(C)CC=C(B(O)O)CC1.CN1CC(c2ccc(N)c(Br)c2)CN(C)C1=NC#N. (2) Given the product CCC(CC)(c1ccc(CCC(O)(C(F)(F)F)C(F)(F)F)c(C)c1)c1ccc(-c2ccc(CC(=O)O)cc2)c(C)c1, predict the reactants needed to synthesize it. The reactants are: CCC(CC)(c1ccc(CCC(O)(C(F)(F)F)C(F)(F)F)c(C)c1)c1ccc(-c2ccc(CC(=O)OC)cc2)c(C)c1. (3) Given the product CCOc1c(/C(CC)=C(F)\C=C\C(C)=C\C(=O)O)cc2c(c1Cl)C(C)(C)CC=C2C(C)C, predict the reactants needed to synthesize it. The reactants are: CCOC(=O)/C=C(C)/C=C/C(F)=C(/CC)c1cc2c(c(Cl)c1OCC)C(C)(C)CC=C2C(C)C. (4) Given the product CC(=O)N1CCCC(C(=O)c2ccc(N3CCCCC3)cc2)C1, predict the reactants needed to synthesize it. The reactants are: C1CCNCC1.CC(=O)N1CCCC(C(=O)c2ccc(F)cc2)C1. (5) Given the product N#Cc1cccnc1-n1c(/C=C/c2ccccc2)nc2ccccc21, predict the reactants needed to synthesize it. The reactants are: C(=C/c1nc2ccccc2n1-c1ccccn1)\c1ccccc1.N#Cc1cccnc1Cl. (6) The reactants are: COCOc1cccc2sc(-c3nnc(C)o3)cc12. Given the product Cc1nnc(-c2cc3c(O)cccc3s2)o1, predict the reactants needed to synthesize it. (7) Given the product COc1cc2c(-c3cc4cccnc4n3S(=O)(=O)c3ccc(C)cc3)cn(C)c2cc1OCCN1CCC(O)CC1, predict the reactants needed to synthesize it. The reactants are: COc1cc2c(-c3cc4cccnc4n3S(=O)(=O)c3ccc(C)cc3)cn(C)c2cc1OCCI.OC1CCNCC1.